Dataset: Reaction yield outcomes from USPTO patents with 853,638 reactions. Task: Predict the reaction yield, written as a fraction of the theoretical maximum amount of product (1.0 means a 100% yield; for example, 0.34 means a 34% yield). (1) The reactants are [NH2:1][C:2]1[CH:7]=[CH:6][C:5]([CH3:8])=[CH:4][C:3]=1[S:9]([NH2:12])(=[O:11])=[O:10].[Cl:13][C:14]1[CH:19]=[CH:18][C:17]([CH2:20][CH2:21][S:22](Cl)(=[O:24])=[O:23])=[CH:16][CH:15]=1. The catalyst is N1C=CC=CC=1. The product is [Cl:13][C:14]1[CH:15]=[CH:16][C:17]([CH2:20][CH2:21][S:22]([NH:1][C:2]2[CH:7]=[CH:6][C:5]([CH3:8])=[CH:4][C:3]=2[S:9]([NH2:12])(=[O:10])=[O:11])(=[O:24])=[O:23])=[CH:18][CH:19]=1. The yield is 0.510. (2) The reactants are [NH2:1][C@@H:2]([CH2:33][C:34]1[CH:39]=[CH:38][CH:37]=[CH:36][CH:35]=1)[C@@H:3]([OH:32])[CH2:4][C@@H:5]([NH:19][C:20]([C@@H:22]([NH:27][C:28](=[O:31])[O:29][CH3:30])[C:23]([CH3:26])([CH3:25])[CH3:24])=[O:21])[CH2:6][C:7]1[CH:12]=[CH:11][C:10]([C:13]2[CH:18]=[CH:17][CH:16]=[CH:15][N:14]=2)=[CH:9][CH:8]=1.[CH3:40][C:41]([CH3:61])([CH3:60])[C@H:42]([N:46]1[CH2:50][CH2:49][N:48]([CH2:51][C:52]2[C:53]([CH3:58])=[N:54][CH:55]=[CH:56][CH:57]=2)[C:47]1=[O:59])[C:43](O)=[O:44].CCOP(ON1N=NC2C=CC=CC=2C1=O)(OCC)=O.C(N(CC)C(C)C)(C)C. The catalyst is C1COCC1. The product is [CH3:40][C:41]([CH3:61])([CH3:60])[C@H:42]([N:46]1[CH2:50][CH2:49][N:48]([CH2:51][C:52]2[C:53]([CH3:58])=[N:54][CH:55]=[CH:56][CH:57]=2)[C:47]1=[O:59])[C:43]([NH:1][C@@H:2]([CH2:33][C:34]1[CH:35]=[CH:36][CH:37]=[CH:38][CH:39]=1)[C@@H:3]([OH:32])[CH2:4][C@@H:5]([NH:19][C:20]([C@@H:22]([NH:27][C:28](=[O:31])[O:29][CH3:30])[C:23]([CH3:26])([CH3:25])[CH3:24])=[O:21])[CH2:6][C:7]1[CH:12]=[CH:11][C:10]([C:13]2[CH:18]=[CH:17][CH:16]=[CH:15][N:14]=2)=[CH:9][CH:8]=1)=[O:44]. The yield is 0.520. (3) The reactants are [N:1]12[CH2:8][CH2:7][C:4]([C:9]([C:16]3[S:17][CH:18]=[CH:19][CH:20]=3)([C:11]3[S:12][CH:13]=[CH:14][CH:15]=3)[OH:10])([CH2:5][CH2:6]1)[CH2:3][CH2:2]2.[C:21]1([O:27][CH2:28][CH2:29][CH2:30][Br:31])[CH:26]=[CH:25][CH:24]=[CH:23][CH:22]=1. The catalyst is CO. The product is [Br-:31].[OH:10][C:9]([C:16]1[S:17][CH:18]=[CH:19][CH:20]=1)([C:11]1[S:12][CH:13]=[CH:14][CH:15]=1)[C:4]12[CH2:5][CH2:6][N+:1]([CH2:30][CH2:29][CH2:28][O:27][C:21]3[CH:26]=[CH:25][CH:24]=[CH:23][CH:22]=3)([CH2:8][CH2:7]1)[CH2:2][CH2:3]2. The yield is 0.454.